From a dataset of Forward reaction prediction with 1.9M reactions from USPTO patents (1976-2016). Predict the product of the given reaction. (1) Given the reactants [Cl:1][C:2]1[CH:7]=[CH:6][CH:5]=[CH:4][C:3]=1[CH:8]([O:10][C:11](=[O:27])[NH:12][C:13]1[C:14]([CH3:26])=[N:15][O:16][C:17]=1[C:18]1[CH:23]=[CH:22][C:21]([CH2:24]Cl)=[CH:20][CH:19]=1)[CH3:9].[OH:28][C:29]1[CH:30]=[C:31]([CH:36]=[CH:37][CH:38]=1)[C:32]([O:34][CH3:35])=[O:33].C(=O)([O-])[O-].[K+].[K+], predict the reaction product. The product is: [CH3:35][O:34][C:32](=[O:33])[C:31]1[CH:36]=[CH:37][CH:38]=[C:29]([O:28][CH2:24][C:21]2[CH:22]=[CH:23][C:18]([C:17]3[O:16][N:15]=[C:14]([CH3:26])[C:13]=3[NH:12][C:11]([O:10][CH:8]([C:3]3[CH:4]=[CH:5][CH:6]=[CH:7][C:2]=3[Cl:1])[CH3:9])=[O:27])=[CH:19][CH:20]=2)[CH:30]=1. (2) Given the reactants C([O:3][C:4]([C:6]1([C:9]2[CH:14]=[CH:13][C:12]([C:15]3[CH:20]=[CH:19][C:18]([C:21]4[S:22][C:23]([F:40])=[CH:24][C:25]=4[NH:26][C:27]([O:29][C@@H:30]([C:32]4[CH:37]=[C:36]([F:38])[CH:35]=[CH:34][C:33]=4[F:39])[CH3:31])=[O:28])=[CH:17][C:16]=3[O:41][CH3:42])=[CH:11][CH:10]=2)[CH2:8][CH2:7]1)=[O:5])C.[OH-].[Na+].Cl, predict the reaction product. The product is: [F:39][C:33]1[CH:34]=[CH:35][C:36]([F:38])=[CH:37][C:32]=1[C@H:30]([O:29][C:27]([NH:26][C:25]1[CH:24]=[C:23]([F:40])[S:22][C:21]=1[C:18]1[CH:19]=[CH:20][C:15]([C:12]2[CH:13]=[CH:14][C:9]([C:6]3([C:4]([OH:5])=[O:3])[CH2:8][CH2:7]3)=[CH:10][CH:11]=2)=[C:16]([O:41][CH3:42])[CH:17]=1)=[O:28])[CH3:31]. (3) Given the reactants [OH:1][CH2:2][CH2:3][O:4][CH2:5][CH2:6][NH:7][C:8]([C:10]1[CH:11]=[C:12]([CH:16]=[CH:17][CH:18]=1)[C:13]([OH:15])=O)=[O:9].CN(C(ON1N=NC2C=CC=NC1=2)=[N+](C)C)C.F[P-](F)(F)(F)(F)F.C(N(C(C)C)C(C)C)C.[NH2:52][C:53]1[CH:77]=[CH:76][C:75]([N:78]2[CH2:83][CH2:82][CH2:81][CH2:80][CH2:79]2)=[CH:74][C:54]=1[C:55]([NH:57][C:58]1[CH:63]=[N:62][C:61]([C:64]2[CH:69]=[CH:68][CH:67]=[C:66]([C:70]([F:73])([F:72])[F:71])[CH:65]=2)=[CH:60][N:59]=1)=[O:56], predict the reaction product. The product is: [OH:1][CH2:2][CH2:3][O:4][CH2:5][CH2:6][NH:7][C:8](=[O:9])[C:10]1[CH:18]=[CH:17][CH:16]=[C:12]([C:13]([NH:52][C:53]2[CH:77]=[CH:76][C:75]([N:78]3[CH2:83][CH2:82][CH2:81][CH2:80][CH2:79]3)=[CH:74][C:54]=2[C:55](=[O:56])[NH:57][C:58]2[CH:63]=[N:62][C:61]([C:64]3[CH:69]=[CH:68][CH:67]=[C:66]([C:70]([F:73])([F:72])[F:71])[CH:65]=3)=[CH:60][N:59]=2)=[O:15])[CH:11]=1. (4) Given the reactants [S:1]1[C:5]2=[CH:6][CH:7]=[CH:8][C:9]([CH:10]=O)=[C:4]2[N:3]=[CH:2]1.[CH2:12]([O:14][CH:15]([O:18][CH2:19][CH3:20])[CH2:16][NH2:17])[CH3:13].C(O)(=O)C.C([BH3-])#N.[Na+], predict the reaction product. The product is: [S:1]1[C:5]2[CH:6]=[CH:7][CH:8]=[C:9]([CH2:10][NH:17][CH2:16][CH:15]([O:18][CH2:19][CH3:20])[O:14][CH2:12][CH3:13])[C:4]=2[N:3]=[CH:2]1.